Dataset: Forward reaction prediction with 1.9M reactions from USPTO patents (1976-2016). Task: Predict the product of the given reaction. (1) Given the reactants [NH2:1][C:2]1[N:7]=[C:6](O)[C:5]([CH2:9][CH2:10][C:11]2[CH:16]=[CH:15][CH:14]=[CH:13][CH:12]=2)=[CH:4][N:3]=1.P(Cl)(Cl)([Cl:19])=O.N, predict the reaction product. The product is: [Cl:19][C:6]1[C:5]([CH2:9][CH2:10][C:11]2[CH:16]=[CH:15][CH:14]=[CH:13][CH:12]=2)=[CH:4][N:3]=[C:2]([NH2:1])[N:7]=1. (2) Given the reactants Cl[C:2]1[CH:7]=[C:6]([Cl:8])[N:5]=[N:4][C:3]=1[C:9]([O:11][CH2:12][CH3:13])=[O:10].[CH:14]1([C:17]2[N:22]=[C:21]([NH2:23])[CH:20]=[CH:19][CH:18]=2)[CH2:16][CH2:15]1, predict the reaction product. The product is: [Cl:8][C:6]1[N:5]=[N:4][C:3]([C:9]([O:11][CH2:12][CH3:13])=[O:10])=[C:2]([NH:23][C:21]2[CH:20]=[CH:19][CH:18]=[C:17]([CH:14]3[CH2:16][CH2:15]3)[N:22]=2)[CH:7]=1.